This data is from NCI-60 drug combinations with 297,098 pairs across 59 cell lines. The task is: Regression. Given two drug SMILES strings and cell line genomic features, predict the synergy score measuring deviation from expected non-interaction effect. (1) Synergy scores: CSS=53.3, Synergy_ZIP=1.98, Synergy_Bliss=3.25, Synergy_Loewe=-32.8, Synergy_HSA=2.51. Drug 2: COC1=NC(=NC2=C1N=CN2C3C(C(C(O3)CO)O)O)N. Cell line: OVCAR-5. Drug 1: COC1=C(C=C2C(=C1)N=CN=C2NC3=CC(=C(C=C3)F)Cl)OCCCN4CCOCC4. (2) Drug 1: CC12CCC(CC1=CCC3C2CCC4(C3CC=C4C5=CN=CC=C5)C)O. Drug 2: C1=C(C(=O)NC(=O)N1)F. Cell line: MDA-MB-231. Synergy scores: CSS=20.6, Synergy_ZIP=4.40, Synergy_Bliss=3.83, Synergy_Loewe=3.80, Synergy_HSA=5.44. (3) Drug 1: CC1CCC2CC(C(=CC=CC=CC(CC(C(=O)C(C(C(=CC(C(=O)CC(OC(=O)C3CCCCN3C(=O)C(=O)C1(O2)O)C(C)CC4CCC(C(C4)OC)OCCO)C)C)O)OC)C)C)C)OC. Drug 2: C#CCC(CC1=CN=C2C(=N1)C(=NC(=N2)N)N)C3=CC=C(C=C3)C(=O)NC(CCC(=O)O)C(=O)O. Cell line: UO-31. Synergy scores: CSS=56.9, Synergy_ZIP=5.93, Synergy_Bliss=3.00, Synergy_Loewe=-24.1, Synergy_HSA=0.368. (4) Drug 1: CC1CCC2CC(C(=CC=CC=CC(CC(C(=O)C(C(C(=CC(C(=O)CC(OC(=O)C3CCCCN3C(=O)C(=O)C1(O2)O)C(C)CC4CCC(C(C4)OC)OCCO)C)C)O)OC)C)C)C)OC. Drug 2: C(CN)CNCCSP(=O)(O)O. Cell line: OVCAR-5. Synergy scores: CSS=5.66, Synergy_ZIP=-3.09, Synergy_Bliss=0.0124, Synergy_Loewe=-14.7, Synergy_HSA=-0.873. (5) Drug 1: C1CCC(CC1)NC(=O)N(CCCl)N=O. Drug 2: CC1=C2C(C(=O)C3(C(CC4C(C3C(C(C2(C)C)(CC1OC(=O)C(C(C5=CC=CC=C5)NC(=O)C6=CC=CC=C6)O)O)OC(=O)C7=CC=CC=C7)(CO4)OC(=O)C)O)C)OC(=O)C. Cell line: K-562. Synergy scores: CSS=53.8, Synergy_ZIP=2.03, Synergy_Bliss=0.197, Synergy_Loewe=-7.27, Synergy_HSA=-0.989. (6) Drug 1: CC1C(C(CC(O1)OC2CC(OC(C2O)C)OC3=CC4=CC5=C(C(=O)C(C(C5)C(C(=O)C(C(C)O)O)OC)OC6CC(C(C(O6)C)O)OC7CC(C(C(O7)C)O)OC8CC(C(C(O8)C)O)(C)O)C(=C4C(=C3C)O)O)O)O. Drug 2: C1CC(=O)NC(=O)C1N2C(=O)C3=CC=CC=C3C2=O. Cell line: MDA-MB-231. Synergy scores: CSS=44.8, Synergy_ZIP=2.40, Synergy_Bliss=-0.524, Synergy_Loewe=-40.2, Synergy_HSA=-1.94. (7) Drug 1: C1CCN(CC1)CCOC2=CC=C(C=C2)C(=O)C3=C(SC4=C3C=CC(=C4)O)C5=CC=C(C=C5)O. Drug 2: C1=CN(C(=O)N=C1N)C2C(C(C(O2)CO)O)O.Cl. Cell line: CCRF-CEM. Synergy scores: CSS=57.2, Synergy_ZIP=0.470, Synergy_Bliss=-1.02, Synergy_Loewe=-22.5, Synergy_HSA=-2.06.